This data is from Forward reaction prediction with 1.9M reactions from USPTO patents (1976-2016). The task is: Predict the product of the given reaction. Given the reactants Br[CH2:2][C:3]([C:5]1[CH:10]=[CH:9][C:8]([S:11][C:12]2[CH:17]=[CH:16][CH:15]=[CH:14][C:13]=2[CH:18]([CH3:20])[CH3:19])=[C:7]([Cl:21])[C:6]=1[Cl:22])=O.[C:23]([N:26]1[CH2:31][CH2:30][N:29]([C:32](=[O:34])[CH3:33])[CH2:28][CH2:27]1)(=[S:25])[NH2:24], predict the reaction product. The product is: [Cl:22][C:6]1[C:7]([Cl:21])=[C:8]([S:11][C:12]2[CH:17]=[CH:16][CH:15]=[CH:14][C:13]=2[CH:18]([CH3:20])[CH3:19])[CH:9]=[CH:10][C:5]=1[C:3]1[N:24]=[C:23]([N:26]2[CH2:31][CH2:30][N:29]([C:32](=[O:34])[CH3:33])[CH2:28][CH2:27]2)[S:25][CH:2]=1.